Dataset: Forward reaction prediction with 1.9M reactions from USPTO patents (1976-2016). Task: Predict the product of the given reaction. Given the reactants [Cl:1][C:2]1[CH:7]=[CH:6][C:5]([C:8]2[CH:13]=[CH:12][C:11]([C:14]([NH:16][CH2:17][CH2:18][C:19]3[CH:29]=[CH:28][C:22]([C:23]([O:25][CH2:26][CH3:27])=[O:24])=[CH:21][C:20]=3[N+:30]([O-])=O)=[O:15])=[CH:10][CH:9]=2)=[CH:4][CH:3]=1.C1COCC1, predict the reaction product. The product is: [NH2:30][C:20]1[CH:21]=[C:22]([CH:28]=[CH:29][C:19]=1[CH2:18][CH2:17][NH:16][C:14]([C:11]1[CH:12]=[CH:13][C:8]([C:5]2[CH:6]=[CH:7][C:2]([Cl:1])=[CH:3][CH:4]=2)=[CH:9][CH:10]=1)=[O:15])[C:23]([O:25][CH2:26][CH3:27])=[O:24].